Predict the product of the given reaction. From a dataset of Forward reaction prediction with 1.9M reactions from USPTO patents (1976-2016). (1) Given the reactants [CH:1]1[CH:2]=[CH:3][C:4]2[NH:11][C:9](=[O:10])[CH:8]=[C:7]([CH2:12][CH:13]([NH:17][C:18]([C:20]3[CH:21]=[CH:22][C:23]([Cl:26])=[CH:24][CH:25]=3)=[O:19])[C:14]([OH:16])=[O:15])[C:5]=2[CH:6]=1.CS(O)(=O)=O.[N:32]1([CH2:38][CH2:39][CH2:40]Cl)[CH2:37][CH2:36][O:35][CH2:34][CH2:33]1, predict the reaction product. The product is: [Cl:26][C:23]1[CH:24]=[CH:25][C:20]([C:18]([NH:17][CH:13]([CH2:12][C:7]2[C:5]3[C:4](=[CH:3][CH:2]=[CH:1][CH:6]=3)[NH:11][C:9](=[O:10])[CH:8]=2)[C:14]([O:16][CH2:40][CH2:39][CH2:38][N:32]2[CH2:37][CH2:36][O:35][CH2:34][CH2:33]2)=[O:15])=[O:19])=[CH:21][CH:22]=1. (2) The product is: [CH3:17][C:16](=[CH2:15])[CH2:18][CH:4]([C:5](=[O:7])[CH3:6])[C:1](=[O:3])[CH3:2]. Given the reactants [C:1]([CH2:4][C:5](=[O:7])[CH3:6])(=[O:3])[CH3:2].C([O-])([O-])=O.[K+].[K+].Br[CH2:15][C:16]([CH3:18])=[CH2:17], predict the reaction product.